Dataset: Reaction yield outcomes from USPTO patents with 853,638 reactions. Task: Predict the reaction yield, written as a fraction of the theoretical maximum amount of product (1.0 means a 100% yield; for example, 0.34 means a 34% yield). (1) The reactants are [NH2:1][C:2]1[CH:7]=[C:6]([Cl:8])[CH:5]=[CH:4][C:3]=1[SH:9].[CH:10](=O)[C:11]1[CH:21]=[C:18]([O:19][CH3:20])[C:16]([OH:17])=[C:13]([O:14][CH3:15])[CH:12]=1. The catalyst is CN(C=O)C. The product is [Cl:8][C:6]1[CH:5]=[CH:4][C:3]2[S:9][C:10]([C:11]3[CH:21]=[C:18]([O:19][CH3:20])[C:16]([OH:17])=[C:13]([O:14][CH3:15])[CH:12]=3)=[N:1][C:2]=2[CH:7]=1. The yield is 0.472. (2) The reactants are [CH3:1][C:2]1[N:7]=[CH:6][C:5]([CH2:8][C:9]2[C:10](=[O:17])[N:11]=[C:12](SC)[NH:13][CH:14]=2)=[CH:4][N:3]=1.[NH2:18][CH2:19][CH2:20][C:21]1[CH:22]=[CH:23][C:24]([O:29][C:30]2[CH:35]=[CH:34][C:33]([C:36]([F:39])([F:38])[F:37])=[CH:32][N:31]=2)=[C:25]([CH:28]=1)[C:26]#[N:27]. The catalyst is C(O)C. The product is [CH3:1][C:2]1[N:7]=[CH:6][C:5]([CH2:8][C:9]2[C:10](=[O:17])[N:11]=[C:12]([NH:18][CH2:19][CH2:20][C:21]3[CH:22]=[CH:23][C:24]([O:29][C:30]4[CH:35]=[CH:34][C:33]([C:36]([F:39])([F:37])[F:38])=[CH:32][N:31]=4)=[C:25]([CH:28]=3)[C:26]#[N:27])[NH:13][CH:14]=2)=[CH:4][N:3]=1. The yield is 0.324. (3) The reactants are CO[C:3](=[O:26])[C:4]1[CH:9]=[CH:8][C:7]([O:10][CH2:11][C:12]2[C:13]([C:18]3[CH:23]=[C:22]([F:24])[CH:21]=[CH:20][C:19]=3[F:25])=[N:14][O:15][C:16]=2[CH3:17])=[N:6][CH:5]=1.[NH2:27][CH:28]1[CH2:33][CH2:32][O:31][CH2:30][CH2:29]1. No catalyst specified. The product is [F:25][C:19]1[CH:20]=[CH:21][C:22]([F:24])=[CH:23][C:18]=1[C:13]1[C:12]([CH2:11][O:10][C:7]2[CH:8]=[CH:9][C:4]([C:3]([NH:27][CH:28]3[CH2:33][CH2:32][O:31][CH2:30][CH2:29]3)=[O:26])=[CH:5][N:6]=2)=[C:16]([CH3:17])[O:15][N:14]=1. The yield is 0.710. (4) The reactants are [O:1]1[C:5]2[CH:6]=[CH:7][C:8]([CH2:10][C:11]#N)=[CH:9][C:4]=2[O:3][CH2:2]1.Br[CH2:14][CH2:15]Cl.[OH-:17].[Na+].[OH2:19]. The catalyst is [Cl-].C([N+](CC)(CC)CC)C1C=CC=CC=1. The product is [O:1]1[C:5]2[CH:6]=[CH:7][C:8]([C:10]3([C:11]([OH:19])=[O:17])[CH2:15][CH2:14]3)=[CH:9][C:4]=2[O:3][CH2:2]1. The yield is 0.800. (5) The reactants are [CH2:1]([O:3][C:4](=[O:21])/[CH:5]=[C:6](/[C:13]1[CH:18]=[C:17]([Cl:19])[CH:16]=[C:15]([Br:20])[CH:14]=1)\[C:7]1[S:8][C:9]([CH3:12])=[CH:10][N:11]=1)[CH3:2]. The product is [CH2:1]([O:3][C:4](=[O:21])[CH2:5][CH:6]([C:13]1[CH:18]=[C:17]([Cl:19])[CH:16]=[C:15]([Br:20])[CH:14]=1)[C:7]1[S:8][C:9]([CH3:12])=[CH:10][N:11]=1)[CH3:2]. The yield is 0.990. The catalyst is C(OCC)C.CC(O)=O.CCOC(C)=O.[Zn].